Dataset: Forward reaction prediction with 1.9M reactions from USPTO patents (1976-2016). Task: Predict the product of the given reaction. Given the reactants C([O:8][C:9](=[O:35])[CH2:10][N:11]([C:28]([O:30][C:31]([CH3:34])([CH3:33])[CH3:32])=[O:29])[CH2:12][CH2:13][CH2:14][CH2:15][CH2:16][O:17][C:18]1[CH:27]=[CH:26][C:21]([C:22]([O:24][CH3:25])=[O:23])=[CH:20][CH:19]=1)C1C=CC=CC=1, predict the reaction product. The product is: [C:31]([O:30][C:28]([N:11]([CH2:12][CH2:13][CH2:14][CH2:15][CH2:16][O:17][C:18]1[CH:19]=[CH:20][C:21]([C:22]([O:24][CH3:25])=[O:23])=[CH:26][CH:27]=1)[CH2:10][C:9]([OH:35])=[O:8])=[O:29])([CH3:34])([CH3:33])[CH3:32].